From a dataset of Catalyst prediction with 721,799 reactions and 888 catalyst types from USPTO. Predict which catalyst facilitates the given reaction. (1) Reactant: Br[C:2]1[C:7]2[N:8]=[CH:9][N:10]([C@H:13]([C:15]3[CH:20]=[CH:19][C:18]([F:21])=[C:17]([F:22])[CH:16]=3)[CH3:14])[C:11](=[O:12])[C:6]=2[C:5]([NH:23][CH2:24][C:25]2[S:26][CH:27]=[CH:28][CH:29]=2)=[N:4][CH:3]=1.[C:30]([Cu])#[N:31].ClCCl. Product: [F:22][C:17]1[CH:16]=[C:15]([C@@H:13]([N:10]2[C:11](=[O:12])[C:6]3[C:5]([NH:23][CH2:24][C:25]4[S:26][CH:27]=[CH:28][CH:29]=4)=[N:4][CH:3]=[C:2]([C:30]#[N:31])[C:7]=3[N:8]=[CH:9]2)[CH3:14])[CH:20]=[CH:19][C:18]=1[F:21]. The catalyst class is: 3. (2) Reactant: [CH3:1][S:2]([C:5]1[CH:10]=[CH:9][C:8]([O-:11])=[CH:7][CH:6]=1)(=[O:4])=[O:3].[K+].Br[CH2:14][C:15]1[N:16]=[N:17][C:18]([Cl:21])=[CH:19][CH:20]=1.O. Product: [Cl:21][C:18]1[N:17]=[N:16][C:15]([CH2:14][O:11][C:8]2[CH:9]=[CH:10][C:5]([S:2]([CH3:1])(=[O:3])=[O:4])=[CH:6][CH:7]=2)=[CH:20][CH:19]=1. The catalyst class is: 9. (3) Reactant: CN(C1C(C2C(P(C3CCCCC3)C3CCCCC3)=CC=CC=2)=CC=CC=1)C.CC(C)([O-])C.[Na+].Br[C:36]1[CH:43]=[CH:42][CH:41]=[CH:40][C:37]=1[C:38]#[N:39].C(=O)C.[NH2:47][C@H:48]1[C:57]2[C:52](=[CH:53][CH:54]=[CH:55][CH:56]=2)[N:51]([C:58](=[O:60])[CH3:59])[C@@H:50]([CH:61]2[CH2:63][CH2:62]2)[C@@H:49]1[CH3:64]. Product: [C:58]([N:51]1[C:52]2[C:57](=[CH:56][CH:55]=[CH:54][CH:53]=2)[C@H:48]([NH:47][C:36]2[CH:43]=[CH:42][CH:41]=[CH:40][C:37]=2[C:38]#[N:39])[C@@H:49]([CH3:64])[C@@H:50]1[CH:61]1[CH2:63][CH2:62]1)(=[O:60])[CH3:59]. The catalyst class is: 62. (4) Reactant: [C:1]([C:5]1[N:6]([CH3:23])[C:7](=[O:22])[C:8]2[C:13]([C:14]=1[C:15]1[CH:20]=[CH:19][CH:18]=[CH:17][CH:16]=1)=[CH:12][C:11]([OH:21])=[CH:10][CH:9]=2)([CH3:4])([CH3:3])[CH3:2].[C:24]1([CH2:30][CH2:31][CH2:32][CH2:33]I)[CH:29]=[CH:28][CH:27]=[CH:26][CH:25]=1.C(=O)([O-])[O-].[Cs+].[Cs+]. Product: [C:1]([C:5]1[N:6]([CH3:23])[C:7](=[O:22])[C:8]2[C:13]([C:14]=1[C:15]1[CH:16]=[CH:17][CH:18]=[CH:19][CH:20]=1)=[CH:12][C:11]([O:21][CH2:33][CH2:32][CH2:31][CH2:30][C:24]1[CH:29]=[CH:28][CH:27]=[CH:26][CH:25]=1)=[CH:10][CH:9]=2)([CH3:4])([CH3:2])[CH3:3]. The catalyst class is: 3. (5) Reactant: [OH:1][C:2]1[CH:9]=[CH:8][C:7]([N+:10]([O-:12])=[O:11])=[CH:6][C:3]=1[CH:4]=[O:5].C(=O)([O-])[O-].[K+].[K+].C(=O)([O-])[O-].[Cs+].[Cs+].[N:25]1[CH:30]=[CH:29][CH:28]=[CH:27][C:26]=1[CH2:31]Cl.Cl. Product: [N+:10]([C:7]1[CH:8]=[CH:9][C:2]([O:1][CH2:31][C:26]2[CH:27]=[CH:28][CH:29]=[CH:30][N:25]=2)=[C:3]([CH:6]=1)[CH:4]=[O:5])([O-:12])=[O:11]. The catalyst class is: 85.